Dataset: Forward reaction prediction with 1.9M reactions from USPTO patents (1976-2016). Task: Predict the product of the given reaction. (1) Given the reactants [OH:1][C:2]1[CH:7]=[CH:6][C:5]([S:8][C:9]2[C:10]([N+:26]([O-])=O)=[CH:11][C:12]([CH3:25])=[C:13]([NH:15][C:16](=[O:24])[CH2:17][C:18]3[CH:23]=[CH:22][CH:21]=[CH:20][CH:19]=3)[CH:14]=2)=[CH:4][CH:3]=1.[Cl-].[NH4+], predict the reaction product. The product is: [NH2:26][C:10]1[C:9]([S:8][C:5]2[CH:6]=[CH:7][C:2]([OH:1])=[CH:3][CH:4]=2)=[CH:14][C:13]([NH:15][C:16](=[O:24])[CH2:17][C:18]2[CH:19]=[CH:20][CH:21]=[CH:22][CH:23]=2)=[C:12]([CH3:25])[CH:11]=1. (2) Given the reactants [Br:1][C:2]1[N:7]=[C:6]([CH3:8])[C:5]([N+:9]([O-:11])=[O:10])=[CH:4][CH:3]=1.[Cl:12][C:13]1[CH:20]=[CH:19][CH:18]=[C:17]([F:21])[C:14]=1[CH:15]=[O:16].[O-]CC.[Na+].ClC1C=CC=C(F)C=1C(O)CC1C([N+]([O-])=O)=CC=C(OCC)N=1, predict the reaction product. The product is: [Br:1][C:2]1[N:7]=[C:6]([CH2:8][CH:15]([C:14]2[C:17]([F:21])=[CH:18][CH:19]=[CH:20][C:13]=2[Cl:12])[OH:16])[C:5]([N+:9]([O-:11])=[O:10])=[CH:4][CH:3]=1. (3) The product is: [CH3:20][O:19][C:18]1[CH:17]=[CH:16][C:4]([C:5]([NH:7][C:8]2[CH:13]=[CH:12][C:11]([F:14])=[C:10]([F:15])[CH:9]=2)=[O:6])=[CH:3][C:2]=1[NH:1][C:27]1[CH:26]=[CH:25][CH:24]=[C:23]([C:22]([F:51])([F:50])[F:21])[CH:28]=1. Given the reactants [NH2:1][C:2]1[CH:3]=[C:4]([CH:16]=[CH:17][C:18]=1[O:19][CH3:20])[C:5]([NH:7][C:8]1[CH:13]=[CH:12][C:11]([F:14])=[C:10]([F:15])[CH:9]=1)=[O:6].[F:21][C:22]([F:51])([F:50])[C:23]1[CH:24]=[C:25]([Bi]([C:25]2[CH:26]=[CH:27][CH:28]=[C:23]([C:22]([F:51])([F:50])[F:21])[CH:24]=2)[C:25]2[CH:26]=[CH:27][CH:28]=[C:23]([C:22]([F:51])([F:50])[F:21])[CH:24]=2)[CH:26]=[CH:27][CH:28]=1.C(N(CC)CC)C, predict the reaction product. (4) Given the reactants [N:1]1[CH:6]=[CH:5][CH:4]=[C:3]([C:7]2[S:8][C:9]([C:12](=[N:14][OH:15])[CH3:13])=[CH:10][N:11]=2)[CH:2]=1.C(=O)([O-])[O-].Cl[C:21]1[N:26]=[CH:25][CH:24]=[CH:23][N:22]=1, predict the reaction product. The product is: [N:1]1[CH:6]=[CH:5][CH:4]=[C:3]([C:7]2[S:8][C:9]([C:12](=[N:14][O:15][C:21]3[N:26]=[CH:25][CH:24]=[CH:23][N:22]=3)[CH3:13])=[CH:10][N:11]=2)[CH:2]=1. (5) The product is: [NH2:1][C:4]1[N:8]([CH3:9])[C:7]([C:10]#[N:11])=[CH:6][CH:5]=1. Given the reactants [N+:1]([C:4]1[N:8]([CH3:9])[C:7]([C:10]#[N:11])=[CH:6][CH:5]=1)([O-])=O.[H][H], predict the reaction product.